From a dataset of Full USPTO retrosynthesis dataset with 1.9M reactions from patents (1976-2016). Predict the reactants needed to synthesize the given product. (1) Given the product [O:1]1[C:6]2[CH:7]=[CH:8][C:9]([C:11]3[C:20]4[CH2:19][CH2:18][CH2:17][CH2:16][C:15]=4[N:14]=[C:13]([CH3:21])[C:12]=3[CH2:22][C:23]([O:29][CH3:28])=[O:24])=[CH:10][C:5]=2[CH2:4][CH2:3][CH2:2]1, predict the reactants needed to synthesize it. The reactants are: [O:1]1[C:6]2[CH:7]=[CH:8][C:9]([C:11]3[C:20]4[CH2:19][CH2:18][CH2:17][CH2:16][C:15]=4[N:14]=[C:13]([CH3:21])[C:12]=3[CH2:22][CH2:23][OH:24])=[CH:10][C:5]=2[CH2:4][CH2:3][CH2:2]1.C[N+]1([O-])CC[O:29][CH2:28]C1.S(Cl)(Cl)=O. (2) Given the product [Cl:12][C:3]1[C:4]([Cl:11])=[N:5][CH:6]=[C:7]([C:2]=1[NH:19][C:18]1[CH:20]=[C:14]([Cl:13])[CH:15]=[CH:16][C:17]=1[CH3:21])[C:8]([OH:10])=[O:9], predict the reactants needed to synthesize it. The reactants are: Cl[C:2]1[C:7]([C:8]([OH:10])=[O:9])=[CH:6][N:5]=[C:4]([Cl:11])[C:3]=1[Cl:12].[Cl:13][C:14]1[CH:15]=[CH:16][C:17]([CH3:21])=[C:18]([CH:20]=1)[NH2:19]. (3) Given the product [Cl:27][C:22]1[CH:21]=[C:20]([C:14]([O:19][CH3:30])([C:15]([F:18])([F:17])[F:16])/[CH:13]=[CH:12]/[C:9]2[CH:10]=[CH:11][C:6]([N:1]3[CH:5]=[N:4][CH:3]=[N:2]3)=[CH:7][CH:8]=2)[CH:25]=[C:24]([Cl:26])[CH:23]=1, predict the reactants needed to synthesize it. The reactants are: [N:1]1([C:6]2[CH:11]=[CH:10][C:9](/[CH:12]=[CH:13]/[C:14]([C:20]3[CH:25]=[C:24]([Cl:26])[CH:23]=[C:22]([Cl:27])[CH:21]=3)([OH:19])[C:15]([F:18])([F:17])[F:16])=[CH:8][CH:7]=2)[CH:5]=[N:4][CH:3]=[N:2]1.[H-].[Na+].[CH3:30]I. (4) Given the product [F:38][C:37]([F:40])([F:39])[S:34]([O:26][C:23]1[CH2:22][CH2:21][N:20]([C:18]([O:17][C:13]([CH3:16])([CH3:14])[CH3:15])=[O:19])[CH2:25][CH:24]=1)(=[O:36])=[O:35], predict the reactants needed to synthesize it. The reactants are: C([Li])CCC.C(NC(C)C)(C)C.[C:13]([O:17][C:18]([N:20]1[CH2:25][CH2:24][C:23](=[O:26])[CH2:22][CH2:21]1)=[O:19])([CH3:16])([CH3:15])[CH3:14].C1C=CC(N([S:34]([C:37]([F:40])([F:39])[F:38])(=[O:36])=[O:35])[S:34]([C:37]([F:40])([F:39])[F:38])(=[O:36])=[O:35])=CC=1. (5) Given the product [CH2:15]([O:22][C:23]([N:25]1[CH2:29][CH2:28][CH2:27][CH:26]1[C:30](=[O:31])[CH:10]([C:9]([O:8][C:4]([CH3:7])([CH3:6])[CH3:5])=[O:14])[C:11](=[O:12])[CH3:13])=[O:24])[C:16]1[CH:21]=[CH:20][CH:19]=[CH:18][CH:17]=1, predict the reactants needed to synthesize it. The reactants are: C[Mg]Cl.[C:4]([O:8][C:9](=[O:14])[CH2:10][C:11]([CH3:13])=[O:12])([CH3:7])([CH3:6])[CH3:5].[CH2:15]([O:22][C:23]([N:25]1[CH2:29][CH2:28][CH2:27][CH:26]1[C:30](Cl)=[O:31])=[O:24])[C:16]1[CH:21]=[CH:20][CH:19]=[CH:18][CH:17]=1.[NH4+].[Cl-]. (6) The reactants are: [CH2:1]([O:8][C:9]([N:11]1[CH2:17][CH2:16][C:15](=[O:18])[N:14]([C@H:19]([C:31](OC)=[O:32])[CH2:20][CH2:21][N:22]2[CH2:29][CH2:28][C:25]3([CH2:27][CH2:26]3)[C@H:24]([OH:30])[CH2:23]2)[CH2:13][CH2:12]1)=[O:10])[C:2]1[CH:7]=[CH:6][CH:5]=[CH:4][CH:3]=1.[BH4-].[Li+]. Given the product [CH2:1]([O:8][C:9]([N:11]1[CH2:17][CH2:16][C:15](=[O:18])[N:14]([C@H:19]([CH2:31][OH:32])[CH2:20][CH2:21][N:22]2[CH2:29][CH2:28][C:25]3([CH2:26][CH2:27]3)[C@H:24]([OH:30])[CH2:23]2)[CH2:13][CH2:12]1)=[O:10])[C:2]1[CH:7]=[CH:6][CH:5]=[CH:4][CH:3]=1, predict the reactants needed to synthesize it.